Dataset: Full USPTO retrosynthesis dataset with 1.9M reactions from patents (1976-2016). Task: Predict the reactants needed to synthesize the given product. Given the product [NH:1]1[C:5]2[CH:6]=[CH:7][CH:8]=[CH:9][C:4]=2[N:3]=[C:2]1[C:10]([N:12]1[CH2:13][CH:14]([O:16][C:17]2[C:22]([C:23]3[CH2:28][CH2:27][CH:26]([OH:29])[CH2:25][CH:24]=3)=[N:21][CH:20]=[CH:19][N:18]=2)[CH2:15]1)=[O:11], predict the reactants needed to synthesize it. The reactants are: [NH:1]1[C:5]2[CH:6]=[CH:7][CH:8]=[CH:9][C:4]=2[N:3]=[C:2]1[C:10]([N:12]1[CH2:15][CH:14]([O:16][C:17]2[C:22]([C:23]3[CH2:28][CH2:27][CH:26]([O:29][Si](C(C)(C)C)(C)C)[CH2:25][CH:24]=3)=[N:21][CH:20]=[CH:19][N:18]=2)[CH2:13]1)=[O:11].CCCC[N+](CCCC)(CCCC)CCCC.[F-].